The task is: Predict the reactants needed to synthesize the given product.. This data is from Full USPTO retrosynthesis dataset with 1.9M reactions from patents (1976-2016). (1) Given the product [C:1]1([C:7](=[O:22])[C:8]([C:10]2[CH:11]=[C:12]([F:18])[C:13]([F:17])=[C:14]([F:16])[CH:15]=2)=[O:9])[CH:2]=[CH:3][CH:4]=[CH:5][CH:6]=1, predict the reactants needed to synthesize it. The reactants are: [C:1]1([CH2:7][C:8]([C:10]2[CH:15]=[C:14]([F:16])[C:13]([F:17])=[C:12]([F:18])[CH:11]=2)=[O:9])[CH:6]=[CH:5][CH:4]=[CH:3][CH:2]=1.C1C(=O)N(Br)C(=[O:22])C1. (2) Given the product [NH2:1][C:2]1[CH:7]=[C:6]([C:8]2[CH:13]=[C:12]([C:14]([F:15])([F:17])[F:16])[CH:11]=[CH:10][C:9]=2[O:18][C:27]2[C:26]([Cl:25])=[CH:31][C:30]([S:32]([N:35]([CH2:43][C:44]3[CH:49]=[CH:48][C:47]([O:50][CH3:51])=[CH:46][C:45]=3[O:52][CH3:53])[C:36]3[N:37]=[CH:38][C:39]([F:42])=[CH:40][N:41]=3)(=[O:33])=[O:34])=[C:29]([F:54])[CH:28]=2)[CH:5]=[CH:4][N:3]=1, predict the reactants needed to synthesize it. The reactants are: [NH2:1][C:2]1[CH:7]=[C:6]([C:8]2[CH:13]=[C:12]([C:14]([F:17])([F:16])[F:15])[CH:11]=[CH:10][C:9]=2[OH:18])[CH:5]=[CH:4][N:3]=1.C(=O)([O-])[O-].[K+].[K+].[Cl:25][C:26]1[C:27](F)=[CH:28][C:29]([F:54])=[C:30]([S:32]([N:35]([CH2:43][C:44]2[CH:49]=[CH:48][C:47]([O:50][CH3:51])=[CH:46][C:45]=2[O:52][CH3:53])[C:36]2[N:41]=[CH:40][C:39]([F:42])=[CH:38][N:37]=2)(=[O:34])=[O:33])[CH:31]=1. (3) Given the product [Si:1]([O:8][CH2:9][C@H:10]([CH3:11])[O:12][C:14]1[CH:15]=[C:16]([CH:21]=[C:22]([O:24][CH2:25][C:26]2[CH:31]=[CH:30][CH:29]=[CH:28][CH:27]=2)[CH:23]=1)[C:17]([O:19][CH3:20])=[O:18])([C:4]([CH3:7])([CH3:6])[CH3:5])([CH3:3])[CH3:2], predict the reactants needed to synthesize it. The reactants are: [Si:1]([O:8][CH2:9][C@H:10]([OH:12])[CH3:11])([C:4]([CH3:7])([CH3:6])[CH3:5])([CH3:3])[CH3:2].O[C:14]1[CH:15]=[C:16]([CH:21]=[C:22]([O:24][CH2:25][C:26]2[CH:31]=[CH:30][CH:29]=[CH:28][CH:27]=2)[CH:23]=1)[C:17]([O:19][CH3:20])=[O:18].C1(P(C2C=CC=CC=2)C2C=CC=CC=2)C=CC=CC=1.CC(OC(/N=N/C(OC(C)C)=O)=O)C.